The task is: Predict the reactants needed to synthesize the given product.. This data is from Full USPTO retrosynthesis dataset with 1.9M reactions from patents (1976-2016). (1) Given the product [Br:21][CH2:1][C:2]1[CH:11]=[CH:10][C:5]([C:6]([O:8][CH3:9])=[O:7])=[CH:4][C:3]=1[B:12]1[O:13][C:14]([CH3:20])([CH3:19])[C:15]([CH3:18])([CH3:17])[O:16]1, predict the reactants needed to synthesize it. The reactants are: [CH3:1][C:2]1[CH:11]=[CH:10][C:5]([C:6]([O:8][CH3:9])=[O:7])=[CH:4][C:3]=1[B:12]1[O:16][C:15]([CH3:18])([CH3:17])[C:14]([CH3:20])([CH3:19])[O:13]1.[Br:21]N1C(=O)CCC1=O. (2) The reactants are: C1(OC([N:10]2[C:18]3[C:13](=[CH:14][CH:15]=[C:16]([NH:19][C:20]([NH:22][C:23]4[CH:28]=[CH:27][C:26]([O:29][C:30]5[CH:35]=[CH:34][N:33]=[C:32]([NH:36][CH2:37][CH2:38][CH2:39][OH:40])[N:31]=5)=[CH:25][CH:24]=4)=[O:21])[CH:17]=3)[C:12]([CH3:42])([CH3:41])[CH2:11]2)=O)C=CC=CC=1. Given the product [CH3:41][C:12]1([CH3:42])[C:13]2[C:18](=[CH:17][C:16]([NH:19][C:20]([NH:22][C:23]3[CH:24]=[CH:25][C:26]([O:29][C:30]4[CH:35]=[CH:34][N:33]=[C:32]([NH:36][CH2:37][CH2:38][CH2:39][OH:40])[N:31]=4)=[CH:27][CH:28]=3)=[O:21])=[CH:15][CH:14]=2)[NH:10][CH2:11]1, predict the reactants needed to synthesize it. (3) Given the product [C:1]([NH:4][C:5]1[CH:10]=[C:9]([C:11]2[O:12][C:13]([C:19]3[CH:24]=[CH:23][CH:22]=[CH:21][C:20]=3[Cl:25])=[C:14]([C:16]([NH:37][CH2:36][CH:35]([O:38][CH3:39])[O:34][CH3:33])=[O:17])[N:15]=2)[C:8]([CH3:26])=[CH:7][N:6]=1)(=[O:3])[CH3:2], predict the reactants needed to synthesize it. The reactants are: [C:1]([NH:4][C:5]1[CH:10]=[C:9]([C:11]2[O:12][C:13]([C:19]3[CH:24]=[CH:23][CH:22]=[CH:21][C:20]=3[Cl:25])=[C:14]([C:16](O)=[O:17])[N:15]=2)[C:8]([CH3:26])=[CH:7][N:6]=1)(=[O:3])[CH3:2].C(Cl)(=O)C(Cl)=O.[CH3:33][O:34][CH:35]([O:38][CH3:39])[CH2:36][NH2:37].